This data is from Catalyst prediction with 721,799 reactions and 888 catalyst types from USPTO. The task is: Predict which catalyst facilitates the given reaction. (1) Reactant: Br[C:2]1[CH:3]=[CH:4][C:5]2[O:11][CH2:10][CH2:9][N:8]3[CH:12]=[C:13]([C:15]4[N:19]([CH:20]([CH3:22])[CH3:21])[N:18]=[CH:17][N:16]=4)[N:14]=[C:7]3[C:6]=2[CH:23]=1.[Cl:24][C:25]1[CH:30]=[CH:29][C:28](B(O)O)=[CH:27][CH:26]=1.C([O-])([O-])=O.[Cs+].[Cs+].O. Product: [Cl:24][C:25]1[CH:30]=[CH:29][C:28]([C:2]2[CH:3]=[CH:4][C:5]3[O:11][CH2:10][CH2:9][N:8]4[CH:12]=[C:13]([C:15]5[N:19]([CH:20]([CH3:21])[CH3:22])[N:18]=[CH:17][N:16]=5)[N:14]=[C:7]4[C:6]=3[CH:23]=2)=[CH:27][CH:26]=1. The catalyst class is: 75. (2) Reactant: Cl.[C:2](=O)(O)[O-].[Na+].ClC(O[CH2:11][C:12]1[CH:17]=CC=C[CH:13]=1)=O.N(C(OCC1C=CC=CC=1)=O)[C@H](C(OC)=O)CC1C=[CH:25][C:24]([OH:27])=[CH:23]C=1.OS(O)(=O)=O. Product: [C:24]([O:27][C:12]([CH3:11])([CH3:13])[CH3:17])([CH3:2])([CH3:25])[CH3:23]. The catalyst class is: 2. (3) Reactant: [C:1]1([CH2:7][O:8][C:9]2[CH:14]=[CH:13][C:12]([C:15]3[CH:20]=[CH:19][CH:18]=[C:17]([CH2:21]Cl)[CH:16]=3)=[CH:11][CH:10]=2)[CH:6]=[CH:5][CH:4]=[CH:3][CH:2]=1.[CH3:23][O:24][C:25]1[N:30]=[CH:29][C:28]([C:31]2[C:39]3[C:34](=[CH:35][CH:36]=[CH:37][CH:38]=3)[NH:33][C:32]=2[C:40]([O:42][CH2:43][CH3:44])=[O:41])=[CH:27][CH:26]=1.C([O-])([O-])=O.[K+].[K+].CCOC(C)=O. Product: [CH3:23][O:24][C:25]1[N:30]=[CH:29][C:28]([C:31]2[C:39]3[C:34](=[CH:35][CH:36]=[CH:37][CH:38]=3)[N:33]([CH2:21][C:17]3[CH:16]=[C:15]([C:12]4[CH:13]=[CH:14][C:9]([O:8][CH2:7][C:1]5[CH:6]=[CH:5][CH:4]=[CH:3][CH:2]=5)=[CH:10][CH:11]=4)[CH:20]=[CH:19][CH:18]=3)[C:32]=2[C:40]([O:42][CH2:43][CH3:44])=[O:41])=[CH:27][CH:26]=1. The catalyst class is: 3. (4) Reactant: [NH2:1][C:2]1[CH:7]=[CH:6][CH:5]=[CH:4][CH:3]=1.[CH3:8][O:9][C:10]1[CH:11]=[C:12]([NH:22][C:23]2[N:24]=[C:25](OS(C(F)(F)F)(=O)=O)[C:26]3[CH2:32][N:31](C(OC(C)(C)C)=O)[CH2:30][CH2:29][C:27]=3[N:28]=2)[CH:13]=[CH:14][C:15]=1[N:16]1[CH:20]=[C:19]([CH3:21])[N:18]=[CH:17]1.Cl. Product: [CH3:8][O:9][C:10]1[CH:11]=[C:12]([NH:22][C:23]2[N:24]=[C:25]([NH:1][C:2]3[CH:7]=[CH:6][CH:5]=[CH:4][CH:3]=3)[C:26]3[CH2:32][NH:31][CH2:30][CH2:29][C:27]=3[N:28]=2)[CH:13]=[CH:14][C:15]=1[N:16]1[CH:20]=[C:19]([CH3:21])[N:18]=[CH:17]1. The catalyst class is: 3. (5) Product: [CH:33]([C:25]1[CH:26]=[C:27]([CH:31]=[CH:32][C:24]=1[O:23][CH2:16][C:17]1[CH:18]=[CH:19][CH:20]=[CH:21][CH:22]=1)[C:28]([N:11]1[C:12]2[C:8](=[C:7]([N+:13]([O-:15])=[O:14])[CH:6]=[CH:5][C:4]=2[CH3:3])[CH:9]=[CH:10]1)=[O:29])([CH3:35])[CH3:34]. Reactant: [H-].[Na+].[CH3:3][C:4]1[CH:5]=[CH:6][C:7]([N+:13]([O-:15])=[O:14])=[C:8]2[C:12]=1[NH:11][CH:10]=[CH:9]2.[CH2:16]([O:23][C:24]1[CH:32]=[CH:31][C:27]([C:28](Cl)=[O:29])=[CH:26][C:25]=1[CH:33]([CH3:35])[CH3:34])[C:17]1[CH:22]=[CH:21][CH:20]=[CH:19][CH:18]=1. The catalyst class is: 9. (6) Reactant: [CH:1]1([C:6]2[CH:7]=[C:8]([CH:12]=[CH:13][C:14]=2[O:15][CH3:16])[C:9]([OH:11])=O)[CH2:5][CH2:4][CH2:3][CH2:2]1.C(Cl)(=O)C(Cl)=O.[Br:23][C:24]1[CH:37]=[CH:36][C:27]([CH2:28][C:29]2[S:30][C:31]([CH3:35])=[C:32]([CH3:34])[CH:33]=2)=[CH:26][CH:25]=1. Product: [Br:23][C:24]1[CH:37]=[CH:36][C:27]([CH2:28][C:29]2[S:30][C:31]([CH3:35])=[C:32]([CH3:34])[C:33]=2[C:9]([C:8]2[CH:12]=[CH:13][C:14]([O:15][CH3:16])=[C:6]([CH:1]3[CH2:2][CH2:3][CH2:4][CH2:5]3)[CH:7]=2)=[O:11])=[CH:26][CH:25]=1. The catalyst class is: 9. (7) Reactant: [C:1]([C:5]1[CH:9]=[C:8]([C:10]([O:12][CH2:13][CH3:14])=[O:11])[NH:7][N:6]=1)([CH3:4])([CH3:3])[CH3:2].C(=O)([O-])[O-].[Cs+].[Cs+].Cl[CH2:22][O:23][CH3:24].CCOC(C)=O. Product: [C:1]([C:5]1[CH:9]=[C:8]([C:10]([O:12][CH2:13][CH3:14])=[O:11])[N:7]([CH2:22][O:23][CH3:24])[N:6]=1)([CH3:4])([CH3:2])[CH3:3]. The catalyst class is: 2. (8) Reactant: [CH:1]1([NH:4][C:5]2[C:10]([C:11]([OH:13])=O)=[CH:9][C:8]([F:14])=[C:7]([N:15]3[CH2:19][CH2:18][CH2:17][CH2:16]3)[N:6]=2)[CH2:3][CH2:2]1.ON1C2C=CC=CC=2N=N1.C(N=C=NCCCN(C)C)C.Cl.[CH2:42]([O:49][NH2:50])[C:43]1[CH:48]=[CH:47][CH:46]=[CH:45][CH:44]=1.C(N(CC)CC)C. Product: [CH2:42]([O:49][NH:50][C:11]([C:10]1[C:5]([NH:4][CH:1]2[CH2:2][CH2:3]2)=[N:6][C:7]([N:15]2[CH2:19][CH2:18][CH2:17][CH2:16]2)=[C:8]([F:14])[CH:9]=1)=[O:13])[C:43]1[CH:48]=[CH:47][CH:46]=[CH:45][CH:44]=1. The catalyst class is: 452. (9) Reactant: [CH:1]([C:4]1[CH:5]=[CH:6][C:7]([CH3:42])=[C:8]([N:10]2[CH2:41][CH2:40][C:13]3[N:14]=[C:15]([C:20]4[C:28]([CH3:29])=[CH:27][CH:26]=[C:25]5[C:21]=4[CH:22]=[N:23][N:24]5S(C4C=CC(C)=CC=4)(=O)=O)[N:16]=[C:17]([O:18][CH3:19])[C:12]=3[CH2:11]2)[CH:9]=1)([CH3:3])[CH3:2].[OH-].[K+].[NH4+].[OH-]. Product: [CH:1]([C:4]1[CH:5]=[CH:6][C:7]([CH3:42])=[C:8]([N:10]2[CH2:41][CH2:40][C:13]3[N:14]=[C:15]([C:20]4[C:28]([CH3:29])=[CH:27][CH:26]=[C:25]5[C:21]=4[CH:22]=[N:23][NH:24]5)[N:16]=[C:17]([O:18][CH3:19])[C:12]=3[CH2:11]2)[CH:9]=1)([CH3:3])[CH3:2]. The catalyst class is: 5.